Task: Predict the reaction yield, written as a fraction of the theoretical maximum amount of product (1.0 means a 100% yield; for example, 0.34 means a 34% yield).. Dataset: Reaction yield outcomes from USPTO patents with 853,638 reactions (1) The reactants are [F:1][C:2]1[CH:7]=[CH:6][CH:5]=[C:4]([N+:8]([O-])=O)[C:3]=1[CH:11]1[CH2:15][CH:14]=[CH:13][O:12]1.FC1C=CC=C([N+]([O-])=O)C=1C1C=CCO1.CCN(CC)CC. The catalyst is [Pd].CO.CCOCC. The product is [F:1][C:2]1[C:3]([CH:11]2[CH2:15][CH2:14][CH2:13][O:12]2)=[C:4]([CH:5]=[CH:6][CH:7]=1)[NH2:8]. The yield is 0.840. (2) The reactants are [CH3:1][O:2][C:3]1[C:4]([CH2:18][OH:19])([CH2:13][CH2:14][CH:15]([CH3:17])[CH3:16])[C:5]2[C:10]([CH2:11][CH:12]=1)=[CH:9][CH:8]=[CH:7][CH:6]=2.C(N(CC)CC)C.[CH:27]([N:30]=[C:31]=[O:32])([CH3:29])[CH3:28]. The catalyst is ClCCl.CN(C)C1C=CN=CC=1. The product is [CH:27]([NH:30][C:31](=[O:32])[O:19][CH2:18][C:4]1([CH2:13][CH2:14][CH:15]([CH3:16])[CH3:17])[C:5]2[C:10](=[CH:9][CH:8]=[CH:7][CH:6]=2)[CH2:11][CH:12]=[C:3]1[O:2][CH3:1])([CH3:29])[CH3:28]. The yield is 0.590. (3) The reactants are [C:1]1([CH:7]([C:18]2[CH:23]=[CH:22][CH:21]=[CH:20][CH:19]=2)[N:8]2[CH2:11][CH:10]([S:12][CH2:13][CH2:14][CH2:15][CH2:16][CH3:17])[CH2:9]2)[CH:6]=[CH:5][CH:4]=[CH:3][CH:2]=1.[OH:24]S(O)(=O)=O.OOS([O-])=O.[K+].C([O-])(O)=O.[Na+].[OH2:40]. The catalyst is CO. The product is [C:18]1([CH:7]([C:1]2[CH:2]=[CH:3][CH:4]=[CH:5][CH:6]=2)[N:8]2[CH2:11][CH:10]([S:12]([CH2:13][CH2:14][CH2:15][CH2:16][CH3:17])(=[O:24])=[O:40])[CH2:9]2)[CH:19]=[CH:20][CH:21]=[CH:22][CH:23]=1. The yield is 0.300. (4) The reactants are ClC1C=C(Cl)C=CC=1C1N=C([C@@H](NC([C@H]2CC[C@H](CC)CC2)=O)CC2C=CC(O)=CC=2)NC=1.C[O:35][C:36](=[O:43])[C@H:37]([CH2:39][CH2:40][S:41][CH3:42])[NH2:38].COC(=O)[C@](S)(N[C:52](=[O:91])[CH2:53][CH2:54][CH2:55][CH2:56][CH2:57][N:58]1[CH:62]=[C:61]([C:63]2[CH:68]=[CH:67][C:66]([Cl:69])=[CH:65][C:64]=2[Cl:70])[N:60]=[C:59]1[C@@H:71]([NH:80][C:81]([CH:83]1[CH2:88][CH2:87][CH:86]([CH2:89][CH3:90])[CH2:85][CH2:84]1)=[O:82])[CH2:72][C:73]1[CH:78]=[CH:77][C:76]([OH:79])=[CH:75][CH:74]=1)CCC.I[C:95]1[CH:104]=[CH:103][C:98]([C:99]([O:101]C)=[O:100])=[CH:97][CH:96]=1. The catalyst is CCOCC. The product is [C:36]([C@@H:37]([NH:38][C:52]([CH2:53][CH2:54][CH2:55][CH2:56][CH2:57][N:58]1[CH:62]=[C:61]([C:63]2[CH:68]=[CH:67][C:66]([Cl:69])=[CH:65][C:64]=2[Cl:70])[N:60]=[C:59]1[C@@H:71]([NH:80][C:81]([C@H:83]1[CH2:84][CH2:85][C@H:86]([CH2:89][CH3:90])[CH2:87][CH2:88]1)=[O:82])[CH2:72][C:73]1[CH:74]=[CH:75][C:76]([O:79][C:95]2[CH:104]=[CH:103][C:98]([C:99]([OH:101])=[O:100])=[CH:97][CH:96]=2)=[CH:77][CH:78]=1)=[O:91])[CH2:39][CH2:40][S:41][CH3:42])([OH:35])=[O:43]. The yield is 0.510.